This data is from Forward reaction prediction with 1.9M reactions from USPTO patents (1976-2016). The task is: Predict the product of the given reaction. (1) Given the reactants [F:1][C:2]1[CH:7]=[CH:6][C:5]([C:8]2[N:9]=[C:10]3[N:14]([C:15]=2I)[CH:13]=[CH:12][O:11]3)=[CH:4][CH:3]=1.[F:17][C:18]1[CH:19]=[C:20](B2OC(C)(C)C(C)(C)O2)[CH:21]=[CH:22][C:23]=1[N+:24]([O-:26])=[O:25].C([O-])([O-])=O.[Cs+].[Cs+].COCCOC, predict the reaction product. The product is: [F:17][C:18]1[CH:19]=[C:20]([C:15]2[N:14]3[C:10]([O:11][CH:12]=[CH:13]3)=[N:9][C:8]=2[C:5]2[CH:6]=[CH:7][C:2]([F:1])=[CH:3][CH:4]=2)[CH:21]=[CH:22][C:23]=1[N+:24]([O-:26])=[O:25]. (2) Given the reactants OS(O)(=O)=O.[NH2:6][C:7]1[CH:12]=[CH:11][C:10]([Br:13])=[CH:9][N:8]=1.[K].Cl[CH:16]([CH:22]=O)[C:17]([O:19][CH2:20][CH3:21])=[O:18], predict the reaction product. The product is: [Br:13][C:10]1[CH:11]=[CH:12][C:7]2[N:8]([C:16]([C:17]([O:19][CH2:20][CH3:21])=[O:18])=[CH:22][N:6]=2)[CH:9]=1.